From a dataset of TCR-epitope binding with 47,182 pairs between 192 epitopes and 23,139 TCRs. Binary Classification. Given a T-cell receptor sequence (or CDR3 region) and an epitope sequence, predict whether binding occurs between them. (1) The epitope is FLKEKGGL. The TCR CDR3 sequence is CSATTGVEAFF. Result: 0 (the TCR does not bind to the epitope). (2) The epitope is QARQMVQAMRTIGTHP. The TCR CDR3 sequence is CSARDWGGSYNSPLHF. Result: 1 (the TCR binds to the epitope). (3) The epitope is KLPDDFTGCV. The TCR CDR3 sequence is CASSQVGLAASSYNEQFF. Result: 0 (the TCR does not bind to the epitope). (4) The epitope is EIYKRWII. The TCR CDR3 sequence is CASSVVGDSYNEQFF. Result: 1 (the TCR binds to the epitope). (5) The epitope is MPASWVMRI. The TCR CDR3 sequence is CASSRENAQETQYF. Result: 1 (the TCR binds to the epitope). (6) The epitope is FLYNLLTRV. The TCR CDR3 sequence is CATAPINSPLHF. Result: 1 (the TCR binds to the epitope).